This data is from Merck oncology drug combination screen with 23,052 pairs across 39 cell lines. The task is: Regression. Given two drug SMILES strings and cell line genomic features, predict the synergy score measuring deviation from expected non-interaction effect. (1) Drug 1: N#Cc1ccc(Cn2cncc2CN2CCN(c3cccc(Cl)c3)C(=O)C2)cc1. Drug 2: Cn1c(=O)n(-c2ccc(C(C)(C)C#N)cc2)c2c3cc(-c4cnc5ccccc5c4)ccc3ncc21. Cell line: MSTO. Synergy scores: synergy=25.0. (2) Drug 1: CC1(c2nc3c(C(N)=O)cccc3[nH]2)CCCN1. Drug 2: NC1CCCCC1N.O=C(O)C(=O)O.[Pt+2]. Cell line: UWB1289BRCA1. Synergy scores: synergy=-10.6. (3) Drug 1: O=C(O)C1(Cc2cccc(Nc3nccs3)n2)CCC(Oc2cccc(Cl)c2F)CC1. Drug 2: Cn1c(=O)n(-c2ccc(C(C)(C)C#N)cc2)c2c3cc(-c4cnc5ccccc5c4)ccc3ncc21. Cell line: T47D. Synergy scores: synergy=115. (4) Drug 1: CCN(CC)CCNC(=O)c1c(C)[nH]c(C=C2C(=O)Nc3ccc(F)cc32)c1C. Drug 2: CNC(=O)c1cc(Oc2ccc(NC(=O)Nc3ccc(Cl)c(C(F)(F)F)c3)cc2)ccn1. Cell line: NCIH460. Synergy scores: synergy=-0.0896. (5) Drug 1: CCC1(O)CC2CN(CCc3c([nH]c4ccccc34)C(C(=O)OC)(c3cc4c(cc3OC)N(C)C3C(O)(C(=O)OC)C(OC(C)=O)C5(CC)C=CCN6CCC43C65)C2)C1. Cell line: SKMEL30. Drug 2: C=CCn1c(=O)c2cnc(Nc3ccc(N4CCN(C)CC4)cc3)nc2n1-c1cccc(C(C)(C)O)n1. Synergy scores: synergy=-19.5. (6) Drug 1: CS(=O)(=O)CCNCc1ccc(-c2ccc3ncnc(Nc4ccc(OCc5cccc(F)c5)c(Cl)c4)c3c2)o1. Drug 2: CCc1cnn2c(NCc3ccc[n+]([O-])c3)cc(N3CCCCC3CCO)nc12. Cell line: RPMI7951. Synergy scores: synergy=24.8. (7) Drug 1: O=C(NOCC(O)CO)c1ccc(F)c(F)c1Nc1ccc(I)cc1F. Drug 2: Cn1cc(-c2cnn3c(N)c(Br)c(C4CCCNC4)nc23)cn1. Cell line: CAOV3. Synergy scores: synergy=53.3. (8) Drug 1: CN(C)C(=N)N=C(N)N. Drug 2: O=C(NOCC(O)CO)c1ccc(F)c(F)c1Nc1ccc(I)cc1F. Cell line: SW620. Synergy scores: synergy=-7.73.